This data is from Reaction yield outcomes from USPTO patents with 853,638 reactions. The task is: Predict the reaction yield, written as a fraction of the theoretical maximum amount of product (1.0 means a 100% yield; for example, 0.34 means a 34% yield). (1) The reactants are [O:1]=[C:2]1[CH2:7][CH2:6][CH2:5][CH2:4][CH:3]1[C:8]([O:10][CH2:11][CH3:12])=[O:9].[Br:13]Br. The catalyst is C(OCC)C. The product is [CH2:11]([O:10][C:8]([C:3]1[CH2:4][CH2:5][CH2:6][CH:7]([Br:13])[C:2]=1[OH:1])=[O:9])[CH3:12]. The yield is 0.940. (2) The reactants are [C:1]([C@H:5]1[CH2:22][CH2:21][C@@:20]2([CH3:23])[C:7](=[CH:8][C:9](=[O:25])[C@@H:10]3[C@@H:19]2[CH2:18][CH2:17][C@@:15]2([CH3:16])[C@H:11]3[CH2:12][CH2:13][C:14]2=[O:24])[CH2:6]1)([O:3][CH3:4])=[O:2].[BH4-].[Na+]. The catalyst is ClCCl.CO. The product is [C:1]([C@H:5]1[CH2:22][CH2:21][C@@:20]2([CH3:23])[C:7](=[CH:8][CH:9]([OH:25])[C@@H:10]3[C@@H:19]2[CH2:18][CH2:17][C@@:15]2([CH3:16])[C@H:11]3[CH2:12][CH2:13][C@@H:14]2[OH:24])[CH2:6]1)([O:3][CH3:4])=[O:2]. The yield is 0.700.